This data is from Catalyst prediction with 721,799 reactions and 888 catalyst types from USPTO. The task is: Predict which catalyst facilitates the given reaction. Reactant: [Cl:1][C:2]1[CH:7]=[CH:6][C:5]([C:8]2[CH:12]=[C:11]([CH2:13][CH2:14][CH:15]=O)[O:10][N:9]=2)=[CH:4][CH:3]=1.[CH3:17][O:18][C:19]1[CH:24]=[CH:23][CH:22]=[CH:21][C:20]=1[N:25]1[CH2:30][CH2:29][NH:28][CH2:27][CH2:26]1.[BH-](OC(C)=O)(OC(C)=O)OC(C)=O.[Na+]. Product: [Cl:1][C:2]1[CH:3]=[CH:4][C:5]([C:8]2[CH:12]=[C:11]([CH2:13][CH2:14][CH2:15][N:28]3[CH2:27][CH2:26][N:25]([C:20]4[CH:21]=[CH:22][CH:23]=[CH:24][C:19]=4[O:18][CH3:17])[CH2:30][CH2:29]3)[O:10][N:9]=2)=[CH:6][CH:7]=1. The catalyst class is: 2.